From a dataset of Forward reaction prediction with 1.9M reactions from USPTO patents (1976-2016). Predict the product of the given reaction. (1) Given the reactants [C:1]([O:5][C:6](=[O:37])[NH:7][C:8]1[CH:13]=[CH:12][C:11]([O:14][C:15]2[C:24]3[C:19](=[CH:20][C:21]([O:25][CH3:26])=[CH:22][CH:23]=3)[CH:18]=[CH:17][C:16]=2[C:27]2[CH:32]=[CH:31][C:30]([S:33]([CH3:36])(=[O:35])=[O:34])=[CH:29][CH:28]=2)=[CH:10][CH:9]=1)([CH3:4])([CH3:3])[CH3:2].[H-].[Na+].[CH3:40][C:41](C)([O-])[CH3:42].[K+].Cl[CH2:47]Cl.[CH3:49][N:50]([CH3:53])[CH:51]=O, predict the reaction product. The product is: [C:1]([O:5][C:6](=[O:37])[N:7]([C:8]1[CH:9]=[CH:10][C:11]([O:14][C:15]2[C:24]3[C:19](=[CH:20][C:21]([O:25][CH3:26])=[CH:22][CH:23]=3)[CH:18]=[CH:17][C:16]=2[C:27]2[CH:28]=[CH:29][C:30]([S:33]([CH3:36])(=[O:34])=[O:35])=[CH:31][CH:32]=2)=[CH:12][CH:13]=1)[CH2:47][CH2:49][N:50]1[CH2:53][CH2:42][CH2:41][CH2:40][CH2:51]1)([CH3:3])([CH3:4])[CH3:2]. (2) Given the reactants Br[C:2]1[CH:3]=[N:4][CH:5]=[C:6]2[C:11]=1[N:10]=[C:9]([C:12]([NH2:14])=[O:13])[CH:8]=[CH:7]2.CC1(C)C(C)(C)OB([C:23]2[CH:38]=[CH:37][C:26]([CH2:27][NH:28][C:29](=[O:36])[CH2:30][CH2:31][CH2:32][CH2:33][CH2:34][CH3:35])=[CH:25][CH:24]=2)O1, predict the reaction product. The product is: [C:29]([NH:28][CH2:27][C:26]1[CH:25]=[CH:24][C:23]([C:2]2[CH:3]=[N:4][CH:5]=[C:6]3[C:11]=2[N:10]=[C:9]([C:12]([NH2:14])=[O:13])[CH:8]=[CH:7]3)=[CH:38][CH:37]=1)(=[O:36])[CH2:30][CH2:31][CH2:32][CH2:33][CH2:34][CH3:35]. (3) Given the reactants C(OC[N:10]1[C:14]([C:15]2[CH:20]=[CH:19][N:18]=[C:17]([C:21]#[N:22])[CH:16]=2)=[N:13][C:12]([C:23]2[CH:28]=[CH:27][N:26]=[CH:25][CH:24]=2)=[N:11]1)C1C=CC=CC=1.C1(C)C=CC=CC=1.[ClH:36], predict the reaction product. The product is: [ClH:36].[C:21]([C:17]1[CH:16]=[C:15]([C:14]2[NH:10][N:11]=[C:12]([C:23]3[CH:28]=[CH:27][N:26]=[CH:25][CH:24]=3)[N:13]=2)[CH:20]=[CH:19][N:18]=1)#[N:22]. (4) Given the reactants [C:1]([O:5][C:6]([N:8]1[CH2:15][C@H:14]2[C@H:10]([C:11]([CH2:16]O)=[N:12][O:13]2)[CH2:9]1)=[O:7])([CH3:4])([CH3:3])[CH3:2].C1(P(C2C=CC=CC=2)C2C=CC=CC=2)C=CC=CC=1.[C:37]1(=[O:47])[NH:41][C:40](=[O:42])[C:39]2=[CH:43][CH:44]=[CH:45][CH:46]=[C:38]12.CC(OC(/N=N/C(OC(C)C)=O)=O)C, predict the reaction product. The product is: [C:1]([O:5][C:6]([N:8]1[CH2:15][C@H:14]2[C@H:10]([C:11]([CH2:16][N:41]3[C:37](=[O:47])[C:38]4[C:39](=[CH:43][CH:44]=[CH:45][CH:46]=4)[C:40]3=[O:42])=[N:12][O:13]2)[CH2:9]1)=[O:7])([CH3:2])([CH3:3])[CH3:4]. (5) Given the reactants [Li][CH2:2]CCC.[C:6]([C:9]1[CH:10]=[C:11]([CH:14]=[CH:15][CH:16]=1)[C:12]#[N:13])(=O)[CH3:7].O, predict the reaction product. The product is: [CH2:7]=[C:6]([C:9]1[CH:10]=[C:11]([CH:14]=[CH:15][CH:16]=1)[C:12]#[N:13])[CH3:2]. (6) Given the reactants [NH2:1][C:2]1[CH:10]=[CH:9][C:8]([O:11][CH3:12])=[CH:7][C:3]=1[C:4]([OH:6])=[O:5].[C:13](Cl)(Cl)=[O:14], predict the reaction product. The product is: [CH3:12][O:11][C:8]1[CH:9]=[CH:10][C:2]2[NH:1][C:13](=[O:14])[O:5][C:4](=[O:6])[C:3]=2[CH:7]=1.